This data is from Catalyst prediction with 721,799 reactions and 888 catalyst types from USPTO. The task is: Predict which catalyst facilitates the given reaction. (1) Reactant: [F:1][C:2]([F:18])([F:17])[C:3]1[CH:4]=[CH:5][C:6]([C:9]2[CH:10]=[C:11]([CH:14]=[CH:15][CH:16]=2)[CH2:12][NH2:13])=[N:7][CH:8]=1.[F:19][C:20]1[CH:25]=[CH:24][C:23]([S:26]([N:29]([CH2:33][C:34](O)=[O:35])[CH:30]([CH3:32])[CH3:31])(=[O:28])=[O:27])=[CH:22][CH:21]=1.CN(C(ON1N=NC2C=CC=NC1=2)=[N+](C)C)C.F[P-](F)(F)(F)(F)F.C(N(CC)C(C)C)(C)C.OS([O-])(=O)=O.[K+]. Product: [F:19][C:20]1[CH:21]=[CH:22][C:23]([S:26]([N:29]([CH:30]([CH3:32])[CH3:31])[CH2:33][C:34]([NH:13][CH2:12][C:11]2[CH:14]=[CH:15][CH:16]=[C:9]([C:6]3[CH:5]=[CH:4][C:3]([C:2]([F:17])([F:1])[F:18])=[CH:8][N:7]=3)[CH:10]=2)=[O:35])(=[O:27])=[O:28])=[CH:24][CH:25]=1. The catalyst class is: 2. (2) Reactant: [CH3:1][O:2][C:3](=[O:6])[CH2:4]Br.[C:7]([OH:12])(=[O:11])[C:8]([CH3:10])=[CH2:9].C(N(CC)CC)C. Product: [CH3:9][C:8](=[CH2:10])[C:7]([O:12][CH2:4][C:3]([O:2][CH3:1])=[O:6])=[O:11]. The catalyst class is: 1. (3) The catalyst class is: 25. Reactant: [S:1]1[C:6]2[CH:7]=[CH:8][CH:9]=[CH:10][C:5]=2CC(=O)N1.[C:12]([OH:15])(=O)[CH3:13].[OH2:16].I(Cl)(=O)=O.I(Cl)(=O)=O.C([N+:32](C)(C)C)C1C=CC=CC=1.[Cl:36][CH:37](Cl)[CH3:38]. Product: [Cl:36][CH2:37][C:38]([C:9]1[CH:8]=[CH:7][C:6]2[S:1][CH2:13][C:12](=[O:15])[NH:32][C:5]=2[CH:10]=1)=[O:16]. (4) Reactant: Br[C:2]1[CH:14]=[CH:13][CH:12]=[CH:11][C:3]=1[C:4]([O:6][C:7]([CH3:10])([CH3:9])[CH3:8])=[O:5].B(O)(O)[C:16]1[CH:17]=[CH:18][C:19]([CH3:22])=[CH:20][CH:21]=1.C(=O)([O-])[O-].[K+].[K+].O1CCOCC1. Product: [CH3:22][C:19]1[CH:20]=[CH:21][C:16]([C:2]2[C:3]([C:4]([O:6][C:7]([CH3:10])([CH3:9])[CH3:8])=[O:5])=[CH:11][CH:12]=[CH:13][CH:14]=2)=[CH:17][CH:18]=1. The catalyst class is: 103. (5) Reactant: [CH3:1][N:2]([CH2:13][C:14]1[N:18]([CH2:19][C@H:20]2[CH2:25][CH2:24][CH2:23][NH:22][CH2:21]2)[C:17]2[CH:26]=[CH:27][CH:28]=[CH:29][C:16]=2[N:15]=1)[C@@H:3]1[C:12]2[N:11]=[CH:10][CH:9]=[CH:8][C:7]=2[CH2:6][CH2:5][CH2:4]1.C=O.[C:32](O)(=O)C.[BH-](OC(C)=O)(OC(C)=O)OC(C)=O.[Na+]. Product: [CH3:1][N:2]([CH2:13][C:14]1[N:18]([CH2:19][C@H:20]2[CH2:25][CH2:24][CH2:23][N:22]([CH3:32])[CH2:21]2)[C:17]2[CH:26]=[CH:27][CH:28]=[CH:29][C:16]=2[N:15]=1)[C@@H:3]1[C:12]2[N:11]=[CH:10][CH:9]=[CH:8][C:7]=2[CH2:6][CH2:5][CH2:4]1. The catalyst class is: 26. (6) Reactant: [N:1]1[CH:6]=[C:5]([CH2:7][OH:8])[CH:4]=[N:3][CH:2]=1.C(N(CC)CC)C.[CH3:16][S:17](O[S:17]([CH3:16])(=[O:19])=[O:18])(=[O:19])=[O:18]. Product: [CH3:16][S:17]([O:8][CH2:7][C:5]1[CH:6]=[N:1][CH:2]=[N:3][CH:4]=1)(=[O:19])=[O:18]. The catalyst class is: 46. (7) Reactant: [H-].[Na+].[I:3][C:4]1[CH:10]=[CH:9][C:7]([NH2:8])=[CH:6][CH:5]=1.Cl[C:12]1[N:17]=[C:16]([O:18][CH3:19])[CH:15]=[CH:14][N:13]=1.O. Product: [I:3][C:4]1[CH:10]=[CH:9][C:7]([NH:8][C:12]2[N:17]=[C:16]([O:18][CH3:19])[CH:15]=[CH:14][N:13]=2)=[CH:6][CH:5]=1. The catalyst class is: 3.